Dataset: Catalyst prediction with 721,799 reactions and 888 catalyst types from USPTO. Task: Predict which catalyst facilitates the given reaction. (1) Reactant: [NH2:1][C:2]1[S:3][C:4]2[CH:10]=[C:9]([O:11][S:12]([C:15]3[CH:20]=[CH:19][C:18](F)=[CH:17][CH:16]=3)(=[O:14])=[O:13])[CH:8]=[CH:7][C:5]=2[N:6]=1.[CH:22]([N:25]([CH:29]([CH3:31])[CH3:30])[CH2:26][CH2:27][NH2:28])([CH3:24])[CH3:23]. Product: [NH2:1][C:2]1[S:3][C:4]2[CH:10]=[C:9]([O:11][S:12]([C:15]3[CH:20]=[CH:19][C:18]([NH:28][CH2:27][CH2:26][N:25]([CH:29]([CH3:31])[CH3:30])[CH:22]([CH3:24])[CH3:23])=[CH:17][CH:16]=3)(=[O:14])=[O:13])[CH:8]=[CH:7][C:5]=2[N:6]=1. The catalyst class is: 514. (2) Reactant: [Br:1][C:2]1[CH:7]=[C:6]([Br:8])[C:5]([CH:9]([CH3:11])[CH3:10])=[CH:4][C:3]=1[OH:12].C(N(CC)C(C)C)(C)C.[CH3:22][O:23][CH2:24]Cl.[OH-].[Na+]. Product: [Br:8][C:6]1[CH:7]=[C:2]([Br:1])[C:3]([O:12][CH2:22][O:23][CH3:24])=[CH:4][C:5]=1[CH:9]([CH3:10])[CH3:11]. The catalyst class is: 22. (3) Reactant: C([NH:8][C@H:9]([C:11](O)=[O:12])[CH3:10])(OC(C)(C)C)=O.C1(N=C=NC2CCCCC2)CCCCC1.[CH3:29][C:30]1[CH:31]=[C:32]([CH:34]=[C:35]([CH3:37])[CH:36]=1)[NH2:33]. Product: [NH2:8][C@H:9]([CH3:10])[C:11]([NH:33][C:32]1[CH:34]=[C:35]([CH3:37])[CH:36]=[C:30]([CH3:29])[CH:31]=1)=[O:12]. The catalyst class is: 4. (4) Reactant: [Cl:1][C:2]1[CH:3]=[C:4]2[C:10]([CH2:11][CH2:12]O)=[C:9]([Si:14]([CH2:19][CH3:20])([CH2:17][CH3:18])[CH2:15][CH3:16])[NH:8][C:5]2=[N:6][CH:7]=1.C1(P(C2C=CC=CC=2)C2C=CC=CC=2)C=CC=CC=1.[Br:40]C(Br)(Br)Br. Product: [Br:40][CH2:12][CH2:11][C:10]1[C:4]2[C:5](=[N:6][CH:7]=[C:2]([Cl:1])[CH:3]=2)[NH:8][C:9]=1[Si:14]([CH2:19][CH3:20])([CH2:17][CH3:18])[CH2:15][CH3:16]. The catalyst class is: 1. (5) Reactant: [Cl:1][C:2]1[CH:3]=[C:4]([NH:13][CH:14]2[CH2:18][CH2:17][CH2:16][CH2:15]2)[C:5]([CH3:12])=[C:6]([CH:11]=1)[C:7]([O:9][CH3:10])=[O:8].[C:19](=O)([O-])[O-].[Cs+].[Cs+].CI. Product: [Cl:1][C:2]1[CH:3]=[C:4]([N:13]([CH:14]2[CH2:18][CH2:17][CH2:16][CH2:15]2)[CH3:19])[C:5]([CH3:12])=[C:6]([CH:11]=1)[C:7]([O:9][CH3:10])=[O:8]. The catalyst class is: 10. (6) Reactant: [F:1][C:2]1[CH:3]=[C:4]2[C:9](=[CH:10][CH:11]=1)[C:8](=O)[CH2:7][CH2:6][CH2:5]2.C([O-])(=O)C.[NH4+].[BH3-]C#[N:20].[Na+].Cl. Product: [F:1][C:2]1[CH:3]=[C:4]2[C:9](=[CH:10][CH:11]=1)[CH2:8][CH:7]([NH2:20])[CH2:6][CH2:5]2. The catalyst class is: 36. (7) Reactant: [CH3:1][O:2][C:3]1[CH:4]=[C:5]([C:11]2[C:22](=[O:23])[N:21]([CH2:24][CH2:25][C:26]3[CH:27]=[C:28]([NH:32][C:33](=[O:39])[O:34][C:35]([CH3:38])([CH3:37])[CH3:36])[CH:29]=[CH:30][CH:31]=3)[C:14]3[N:15]=[C:16]([S:19][CH3:20])[N:17]=[CH:18][C:13]=3[CH:12]=2)[CH:6]=[C:7]([O:9][CH3:10])[CH:8]=1.C1C=C(Cl)C=C(C(OO)=[O:48])C=1. Product: [CH3:1][O:2][C:3]1[CH:4]=[C:5]([C:11]2[C:22](=[O:23])[N:21]([CH2:24][CH2:25][C:26]3[CH:27]=[C:28]([NH:32][C:33](=[O:39])[O:34][C:35]([CH3:36])([CH3:38])[CH3:37])[CH:29]=[CH:30][CH:31]=3)[C:14]3[N:15]=[C:16]([S:19]([CH3:20])=[O:48])[N:17]=[CH:18][C:13]=3[CH:12]=2)[CH:6]=[C:7]([O:9][CH3:10])[CH:8]=1. The catalyst class is: 2. (8) Reactant: [Br-:1].[Br-].[Br-].C1([N+](C)(C)C)C=CC=CC=1.C1([N+](C)(C)C)C=CC=CC=1.C1([N+](C)(C)C)C=CC=CC=1.[Cl:34][C:35]1[CH:40]=[CH:39][CH:38]=[CH:37][C:36]=1[C:41](=[O:50])[CH2:42][C:43]1[CH:48]=[CH:47][C:46]([Cl:49])=[CH:45][CH:44]=1. Product: [Br:1][CH:42]([C:43]1[CH:44]=[CH:45][C:46]([Cl:49])=[CH:47][CH:48]=1)[C:41]([C:36]1[CH:37]=[CH:38][CH:39]=[CH:40][C:35]=1[Cl:34])=[O:50]. The catalyst class is: 266.